From a dataset of Full USPTO retrosynthesis dataset with 1.9M reactions from patents (1976-2016). Predict the reactants needed to synthesize the given product. (1) Given the product [Cl:10][C:11]1[CH:12]=[C:13]([CH2:14][OH:15])[CH:17]=[CH:18][N:19]=1, predict the reactants needed to synthesize it. The reactants are: B(F)(F)F.CCOCC.[Cl:10][C:11]1[CH:12]=[C:13]([CH:17]=[CH:18][N:19]=1)[C:14](O)=[O:15].[BH4-].[Na+]. (2) Given the product [CH3:30][N:29]([CH3:31])[CH2:28][CH2:27][N:1]1[CH2:7][CH2:6][CH2:5][C@H:4]([NH:8][C:9](=[O:15])[O:10][C:11]([CH3:12])([CH3:14])[CH3:13])[CH2:3][CH2:2]1, predict the reactants needed to synthesize it. The reactants are: [NH:1]1[CH2:7][CH2:6][CH2:5][C@H:4]([NH:8][C:9](=[O:15])[O:10][C:11]([CH3:14])([CH3:13])[CH3:12])[CH2:3][CH2:2]1.CC1C=CC(S(O[CH2:27][CH2:28][N:29]([CH3:31])[CH3:30])(=O)=O)=CC=1.CCN(C(C)C)C(C)C. (3) Given the product [C:12]1([CH:11]([C:18]2[CH:19]=[CH:20][CH:21]=[CH:22][CH:23]=2)[N:6]2[C:7]3[C:3](=[C:2]([C:39]4[CH:38]=[N:37][C:46]5[C:41]([CH:40]=4)=[CH:42][CH:43]=[CH:44][CH:45]=5)[CH:10]=[CH:9][CH:8]=3)[C:4]3([C:36]4[C:27](=[CH:28][C:29]5[O:34][CH2:33][CH2:32][O:31][C:30]=5[CH:35]=4)[O:26][CH2:25]3)[C:5]2=[O:24])[CH:17]=[CH:16][CH:15]=[CH:14][CH:13]=1, predict the reactants needed to synthesize it. The reactants are: Br[C:2]1[CH:10]=[CH:9][CH:8]=[C:7]2[C:3]=1[C:4]1([C:36]3[C:27](=[CH:28][C:29]4[O:34][CH2:33][CH2:32][O:31][C:30]=4[CH:35]=3)[O:26][CH2:25]1)[C:5](=[O:24])[N:6]2[CH:11]([C:18]1[CH:23]=[CH:22][CH:21]=[CH:20][CH:19]=1)[C:12]1[CH:17]=[CH:16][CH:15]=[CH:14][CH:13]=1.[N:37]1[C:46]2[C:41](=[CH:42][CH:43]=[CH:44][CH:45]=2)[CH:40]=[C:39](B(O)O)[CH:38]=1.C(=O)([O-])[O-].[Na+].[Na+]. (4) Given the product [Cl:9][C:10]1[C:11](=[O:23])[N:12]([C:16]2[CH:21]=[CH:20][C:19]([I:22])=[CH:18][CH:17]=2)[CH2:13][CH2:14][CH:15]=1, predict the reactants needed to synthesize it. The reactants are: C(=O)([O-])[O-].[Li+].[Li+].[Cl-].[Na+].[Cl:9][C:10]1(Cl)[CH2:15][CH2:14][CH2:13][N:12]([C:16]2[CH:21]=[CH:20][C:19]([I:22])=[CH:18][CH:17]=2)[C:11]1=[O:23].CN(C)C=O.